From a dataset of Cav3 T-type calcium channel HTS with 100,875 compounds. Binary Classification. Given a drug SMILES string, predict its activity (active/inactive) in a high-throughput screening assay against a specified biological target. (1) The drug is S(=O)(=O)(N1CCN(CC1)C(c1ccccc1)c1ccccc1)c1c(n(c(=O)n(c1=O)C)C)C. The result is 0 (inactive). (2) The molecule is s1c2c(CCCC2)c2c1nc([nH]c2=O)C(OCC)=O. The result is 0 (inactive). (3) The molecule is s1c(NC(=O)C(C(C)C)c2ccccc2)ncc1. The result is 0 (inactive). (4) The result is 0 (inactive). The drug is S=C(NNC(=O)COc1c(cccc1)C)NC. (5) The compound is o1nc(CCCC(=O)NCCCOC)cc1c1ccc(OCC)cc1. The result is 0 (inactive). (6) The compound is S(=O)(=O)(N)c1cc2nc(SCC(=O)c3cc(OC)c(OC)cc3)n(CCCC)c2cc1. The result is 0 (inactive).